From a dataset of Forward reaction prediction with 1.9M reactions from USPTO patents (1976-2016). Predict the product of the given reaction. (1) Given the reactants [Cl:1][C:2]1[N:3]=[CH:4][C:5]2[NH:10][CH:9]=[CH:8][C:6]=2[N:7]=1.C1C(=O)N([Br:18])C(=O)C1, predict the reaction product. The product is: [Br:18][C:8]1[C:6]2[N:7]=[C:2]([Cl:1])[N:3]=[CH:4][C:5]=2[NH:10][CH:9]=1. (2) Given the reactants [CH3:1][O:2][C:3]1[CH:15]=[CH:14][C:6]([CH2:7][N:8]2[C:12]([NH2:13])=[CH:11][CH:10]=[N:9]2)=[CH:5][CH:4]=1.C([O:18][CH:19]=[C:20]([C:26](OCC)=O)[C:21]([O:23][CH2:24][CH3:25])=[O:22])C, predict the reaction product. The product is: [OH:18][C:19]1[C:20]([C:21]([O:23][CH2:24][CH3:25])=[O:22])=[CH:26][N:13]=[C:12]2[N:8]([CH2:7][C:6]3[CH:5]=[CH:4][C:3]([O:2][CH3:1])=[CH:15][CH:14]=3)[N:9]=[CH:10][C:11]=12. (3) Given the reactants C(=O)([O-])[O-].[K+].[K+].[Cl:7][C:8]1[CH:23]=[CH:22][C:11]([C:12]([NH:14][C:15]2[CH:20]=[CH:19][CH:18]=[C:17]([OH:21])[CH:16]=2)=[O:13])=[CH:10][CH:9]=1.ClC1C=CC(C(Cl)=O)=CC=1.NC1C=C(O)C=CC=1.C(N(CC)C(C)C)(C)C.[OH-].[Na+].[CH2:53]([O:55][C:56]([C:58]1[C:59]2[S:67][CH:66]=[C:65]([CH2:68]Br)[C:60]=2[C:61]([Cl:64])=[N:62][CH:63]=1)=[O:57])[CH3:54], predict the reaction product. The product is: [CH2:53]([O:55][C:56]([C:58]1[C:59]2[S:67][CH:66]=[C:65]([CH2:68][O:21][C:17]3[CH:18]=[CH:19][CH:20]=[C:15]([NH:14][C:12](=[O:13])[C:11]4[CH:22]=[CH:23][C:8]([Cl:7])=[CH:9][CH:10]=4)[CH:16]=3)[C:60]=2[C:61]([Cl:64])=[N:62][CH:63]=1)=[O:57])[CH3:54]. (4) Given the reactants Cl.CN(C)CCCN=C=NCC.O.ON1C2C=CC=CC=2N=N1.[C:24]([C:28]1[CH:29]=[CH:30][C:31]([O:48][CH3:49])=[C:32]([CH:47]=1)[CH2:33][N:34]1[C:42]2[C:37](=[CH:38][C:39]([Cl:43])=[CH:40][CH:41]=2)[CH:36]=[C:35]1[C:44](O)=[O:45])([CH3:27])([CH3:26])[CH3:25].[NH2:50][CH2:51][C:52]([CH3:56])([CH3:55])[CH2:53][OH:54], predict the reaction product. The product is: [OH:54][CH2:53][C:52]([CH3:56])([CH3:55])[CH2:51][NH:50][C:44]([C:35]1[N:34]([CH2:33][C:32]2[CH:47]=[C:28]([C:24]([CH3:27])([CH3:25])[CH3:26])[CH:29]=[CH:30][C:31]=2[O:48][CH3:49])[C:42]2[C:37]([CH:36]=1)=[CH:38][C:39]([Cl:43])=[CH:40][CH:41]=2)=[O:45]. (5) Given the reactants ClCCl.[CH3:4][O:5][CH:6]([CH3:9])[CH2:7][OH:8].N1C=CC=CC=1.[C:16]1([CH3:26])[CH:21]=[CH:20][C:19]([S:22](Cl)(=[O:24])=[O:23])=[CH:18][CH:17]=1, predict the reaction product. The product is: [CH3:26][C:16]1[CH:21]=[CH:20][C:19]([S:22]([O:8][CH2:7][CH:6]([O:5][CH3:4])[CH3:9])(=[O:24])=[O:23])=[CH:18][CH:17]=1. (6) The product is: [NH:1]([C:7]([O:9][CH2:10][CH:11]1[C:12]2[C:17](=[CH:16][CH:15]=[CH:14][CH:13]=2)[C:18]2[C:23]1=[CH:22][CH:21]=[CH:20][CH:19]=2)=[O:8])[CH2:2][CH2:3][C:4]([O:6][C:30]([C:47]1[CH:52]=[CH:51][CH:50]=[CH:49][CH:48]=1)([C:39]1[CH:46]=[CH:45][C:42]([O:43][CH3:44])=[CH:41][CH:40]=1)[C:31]1[CH:32]=[CH:33][C:34]([O:35][CH3:36])=[CH:37][CH:38]=1)=[O:5].[NH2:24][CH:25]([CH2:28][OH:29])[CH2:26][OH:27]. Given the reactants [NH:1]([C:7]([O:9][CH2:10][CH:11]1[C:23]2[C:18](=[CH:19][CH:20]=[CH:21][CH:22]=2)[C:17]2[C:12]1=[CH:13][CH:14]=[CH:15][CH:16]=2)=[O:8])[CH2:2][CH2:3][C:4]([OH:6])=[O:5].[NH2:24][CH:25]([CH2:28][OH:29])[CH2:26][OH:27].[C:30](Cl)([C:47]1[CH:52]=[CH:51][CH:50]=[CH:49][CH:48]=1)([C:39]1[CH:46]=[CH:45][C:42]([O:43][CH3:44])=[CH:41][CH:40]=1)[C:31]1[CH:38]=[CH:37][C:34]([O:35][CH3:36])=[CH:33][CH:32]=1.CO, predict the reaction product.